This data is from Forward reaction prediction with 1.9M reactions from USPTO patents (1976-2016). The task is: Predict the product of the given reaction. (1) Given the reactants [Cl:1][C:2]1[C:7]2[CH:8]=[CH:9][NH:10][C:6]=2[CH:5]=[CH:4][N:3]=1.[H-].[Na+].Cl[CH2:14][C:15]([N:17]1[CH2:22][CH2:21][N:20]([C:23]([O:25][C:26]([CH3:29])([CH3:28])[CH3:27])=[O:24])[CH2:19][CH2:18]1)=[O:16], predict the reaction product. The product is: [Cl:1][C:2]1[C:7]2[CH:8]=[CH:9][N:10]([CH2:14][C:15]([N:17]3[CH2:22][CH2:21][N:20]([C:23]([O:25][C:26]([CH3:29])([CH3:28])[CH3:27])=[O:24])[CH2:19][CH2:18]3)=[O:16])[C:6]=2[CH:5]=[CH:4][N:3]=1. (2) The product is: [CH2:12]([O:11][C:9]([N:4]1[CH2:5][CH2:6][CH:7]2[N:8]=[C:25]([C:20]3[CH:21]=[CH:22][CH:23]=[CH:24][N:19]=3)[NH:1][CH:2]2[CH2:3]1)=[O:10])[C:13]1[CH:18]=[CH:17][CH:16]=[CH:15][CH:14]=1. Given the reactants [NH2:1][CH:2]1[CH:7]([NH2:8])[CH2:6][CH2:5][N:4]([C:9]([O:11][CH2:12][C:13]2[CH:18]=[CH:17][CH:16]=[CH:15][CH:14]=2)=[O:10])[CH2:3]1.[N:19]1[CH:24]=[CH:23][CH:22]=[CH:21][C:20]=1[C:25](=N)OCC, predict the reaction product. (3) Given the reactants [NH2:1][C:2]1[CH:3]=[C:4]([CH:30]=[CH:31][CH:32]=1)[C:5]([NH:7][C:8]1[C:13]([Br:14])=[CH:12][C:11]([C:15]([C:21]2[CH:26]=[C:25]([Cl:27])[CH:24]=[C:23]([Cl:28])[CH:22]=2)([OH:20])[C:16]([F:19])([F:18])[F:17])=[CH:10][C:9]=1[Br:29])=[O:6].N1C=CC=CC=1.[C:39]([C:41]1[CH:49]=[CH:48][C:44]([C:45](Cl)=[O:46])=[CH:43][CH:42]=1)#[N:40].C(=O)([O-])O.[Na+], predict the reaction product. The product is: [C:39]([C:41]1[CH:49]=[CH:48][C:44]([C:45]([NH:1][C:2]2[CH:3]=[C:4]([CH:30]=[CH:31][CH:32]=2)[C:5]([NH:7][C:8]2[C:9]([Br:29])=[CH:10][C:11]([C:15]([C:21]3[CH:26]=[C:25]([Cl:27])[CH:24]=[C:23]([Cl:28])[CH:22]=3)([OH:20])[C:16]([F:19])([F:17])[F:18])=[CH:12][C:13]=2[Br:14])=[O:6])=[O:46])=[CH:43][CH:42]=1)#[N:40]. (4) Given the reactants [C:1]([C:4]1[C:5]([C@@H:17]2[C@:22]([C:24]3[CH:29]=[CH:28][C:27]([F:30])=[C:26]([F:31])[CH:25]=3)([OH:23])[CH2:21][CH2:20][N:19]([C:32]([O:34][C:35]([CH3:38])([CH3:37])[CH3:36])=[O:33])[CH2:18]2)=[N:6][O:7][C:8]=1[C:9]1[C:14]([Cl:15])=[CH:13][CH:12]=[CH:11][C:10]=1[Cl:16])(=[O:3])[CH3:2].[BH4-].[Na+], predict the reaction product. The product is: [Cl:15][C:14]1[CH:13]=[CH:12][CH:11]=[C:10]([Cl:16])[C:9]=1[C:8]1[O:7][N:6]=[C:5]([C@@H:17]2[C@:22]([C:24]3[CH:29]=[CH:28][C:27]([F:30])=[C:26]([F:31])[CH:25]=3)([OH:23])[CH2:21][CH2:20][N:19]([C:32]([O:34][C:35]([CH3:36])([CH3:38])[CH3:37])=[O:33])[CH2:18]2)[C:4]=1[CH:1]([OH:3])[CH3:2]. (5) Given the reactants [CH2:1]([C:3]1([CH2:25][CH3:26])[C:7](=[O:8])[O:6][CH:5]([CH2:9][CH2:10][N:11]2[CH2:16][CH2:15][N:14]([C:17]3[CH:24]=[CH:23][CH:22]=[CH:21][C:18]=3C#N)[CH2:13][CH2:12]2)[CH2:4]1)[CH3:2].[CH3:27][O:28]C1C=C(N2CCNCC2)C=CC=1.N1(C2C=CC=CC=2C#N)CCNCC1, predict the reaction product. The product is: [CH2:1]([C:3]1([CH2:25][CH3:26])[CH2:4][CH:5]([CH2:9][CH2:10][N:11]2[CH2:16][CH2:15][N:14]([C:17]3[CH:18]=[CH:21][CH:22]=[C:23]([O:28][CH3:27])[CH:24]=3)[CH2:13][CH2:12]2)[O:6][C:7]1=[O:8])[CH3:2].